Dataset: Full USPTO retrosynthesis dataset with 1.9M reactions from patents (1976-2016). Task: Predict the reactants needed to synthesize the given product. Given the product [CH3:11][CH:10]([C:8]1[N:7]([CH2:13][C:14]2[C:23]3[C:18](=[CH:19][CH:20]=[CH:21][CH:22]=3)[CH:17]=[CH:16][CH:15]=2)[C:6]2[CH:24]=[C:2]([N:28]3[CH2:33][CH2:32][O:31][CH2:30][CH2:29]3)[CH:3]=[C:4]([N+:25]([O-:27])=[O:26])[C:5]=2[N:9]=1)[CH3:12], predict the reactants needed to synthesize it. The reactants are: Br[C:2]1[CH:3]=[C:4]([N+:25]([O-:27])=[O:26])[C:5]2[N:9]=[C:8]([CH:10]([CH3:12])[CH3:11])[N:7]([CH2:13][C:14]3[C:23]4[C:18](=[CH:19][CH:20]=[CH:21][CH:22]=4)[CH:17]=[CH:16][CH:15]=3)[C:6]=2[CH:24]=1.[NH:28]1[CH2:33][CH2:32][O:31][CH2:30][CH2:29]1.C([O-])([O-])=O.[Cs+].[Cs+].CC(C1C=C(C(C)C)C(C2C=CC=CC=2P(C2CCCCC2)C2CCCCC2)=C(C(C)C)C=1)C.